Dataset: Full USPTO retrosynthesis dataset with 1.9M reactions from patents (1976-2016). Task: Predict the reactants needed to synthesize the given product. (1) Given the product [CH3:2][O:3][C:4](=[O:54])[C@@H:5]([NH:21][C:22]([CH:24]1[CH2:33][C:32]2[CH:31]=[C:30]3[O:34][CH2:35][C@H:36]([C:38]4[CH:43]=[CH:42][C:41]([O:44][CH2:45][C:46]5[CH:51]=[CH:50][C:49]([CH3:52])=[C:48]([CH3:53])[CH:47]=5)=[CH:40][CH:39]=4)[O:37][C:29]3=[CH:28][C:27]=2[CH2:26][N:25]1[S:65]([C:61]1[S:60][C:59]([NH:58][C:55](=[O:57])[CH3:56])=[N:63][C:62]=1[CH3:64])(=[O:66])=[O:67])=[O:23])[CH2:6][C:7]1[CH:12]=[CH:11][C:10]([C:13]2[CH:18]=[CH:17][C:16]([C:19]#[N:20])=[CH:15][CH:14]=2)=[CH:9][CH:8]=1, predict the reactants needed to synthesize it. The reactants are: Cl.[CH3:2][O:3][C:4](=[O:54])[C@@H:5]([NH:21][C:22]([CH:24]1[CH2:33][C:32]2[CH:31]=[C:30]3[O:34][CH2:35][C@H:36]([C:38]4[CH:43]=[CH:42][C:41]([O:44][CH2:45][C:46]5[CH:51]=[CH:50][C:49]([CH3:52])=[C:48]([CH3:53])[CH:47]=5)=[CH:40][CH:39]=4)[O:37][C:29]3=[CH:28][C:27]=2[CH2:26][NH:25]1)=[O:23])[CH2:6][C:7]1[CH:12]=[CH:11][C:10]([C:13]2[CH:18]=[CH:17][C:16]([C:19]#[N:20])=[CH:15][CH:14]=2)=[CH:9][CH:8]=1.[C:55]([NH:58][C:59]1[S:60][C:61]([S:65](Cl)(=[O:67])=[O:66])=[C:62]([CH3:64])[N:63]=1)(=[O:57])[CH3:56]. (2) Given the product [C:20]([O:23][CH2:16][C:12]1[C:11]([CH3:17])=[C:10]([O:18][CH3:19])[C:9]([O:8][CH2:1][C:2]2[CH:7]=[CH:6][CH:5]=[CH:4][CH:3]=2)=[CH:14][N:13]=1)(=[O:22])[CH3:21], predict the reactants needed to synthesize it. The reactants are: [CH2:1]([O:8][C:9]1[C:10]([O:18][CH3:19])=[C:11]([CH3:17])[C:12]([CH3:16])=[N+:13]([O-])[CH:14]=1)[C:2]1[CH:7]=[CH:6][CH:5]=[CH:4][CH:3]=1.[C:20]([O:23]C(=O)C)(=[O:22])[CH3:21]. (3) Given the product [CH3:1][C:2]1([CH3:10])[CH2:7][CH:6]([CH:8]=[O:9])[CH2:5][CH2:4][O:3]1, predict the reactants needed to synthesize it. The reactants are: [CH3:1][C:2]1([CH3:10])[CH2:7][CH:6]([CH2:8][OH:9])[CH2:5][CH2:4][O:3]1.CC(OI1(OC(C)=O)(OC(C)=O)OC(=O)C2C=CC=CC1=2)=O. (4) Given the product [C:7]([C:6]1[CH:9]=[CH:10][C:3]([CH:1]2[C:30]([C:29]([O:35][CH2:36][CH:37]=[CH2:38])=[O:34])=[C:31]([CH3:33])[N:23]([C:19]3[CH:20]=[CH:21][CH:22]=[C:17]([C:16]([F:27])([F:28])[F:15])[CH:18]=3)[C:24](=[O:25])[NH:26]2)=[C:4]([S:11]([CH3:14])(=[O:13])=[O:12])[CH:5]=1)#[N:8], predict the reactants needed to synthesize it. The reactants are: [CH:1]([C:3]1[CH:10]=[CH:9][C:6]([C:7]#[N:8])=[CH:5][C:4]=1[S:11]([CH3:14])(=[O:13])=[O:12])=O.[F:15][C:16]([F:28])([F:27])[C:17]1[CH:18]=[C:19]([NH:23][C:24]([NH2:26])=[O:25])[CH:20]=[CH:21][CH:22]=1.[C:29]([O:35][CH2:36][CH:37]=[CH2:38])(=[O:34])[CH2:30][C:31]([CH3:33])=O. (5) Given the product [NH:20]1[CH:24]=[C:23]([CH:25]2[CH2:34][C:33]3[CH:32]=[C:31]([NH2:35])[CH:30]=[CH:29][C:28]=3[CH2:27][CH2:26]2)[N:22]=[CH:21]1, predict the reactants needed to synthesize it. The reactants are: C([N:20]1[CH:24]=[C:23]([CH:25]2[CH2:34][C:33]3[CH:32]=[C:31]([NH2:35])[CH:30]=[CH:29][C:28]=3[CH2:27][CH2:26]2)[N:22]=[CH:21]1)(C1C=CC=CC=1)(C1C=CC=CC=1)C1C=CC=CC=1.Cl.CO. (6) Given the product [Cl:1][C:2]1[CH:3]=[C:4]2[CH:12]([OH:13])[C:11]3[CH:14]=[C:15]([CH2:18][CH3:19])[CH:16]=[CH:17][C:10]=3[CH:9]=[CH:8][C:5]2=[N:6][CH:7]=1, predict the reactants needed to synthesize it. The reactants are: [Cl:1][C:2]1[CH:3]=[C:4]2[C:12](=[O:13])[C:11]3[CH:14]=[C:15]([CH:18]=[CH2:19])[CH:16]=[CH:17][C:10]=3[CH:9]=[CH:8][C:5]2=[N:6][CH:7]=1.B1C2CCCC1CCC2.